From a dataset of Catalyst prediction with 721,799 reactions and 888 catalyst types from USPTO. Predict which catalyst facilitates the given reaction. (1) Reactant: [CH2:1]([C:8]1[CH:9]=[C:10]([C:29](=[O:31])[CH3:30])[CH:11]=[C:12]([C:14]2[CH:19]=[N:18][CH:17]=[C:16]([NH:20][CH2:21][CH2:22][N:23]3[CH2:28][CH2:27][O:26][CH2:25][CH2:24]3)[N:15]=2)[CH:13]=1)[C:2]1[CH:7]=[CH:6][CH:5]=[CH:4][CH:3]=1.C[O-].[Na+].[CH3:35][C:36]([OH:38])=O. Product: [CH2:1]([C:8]1[CH:9]=[C:10]([C:29](=[O:31])[CH2:30][C:36]([C:35]2[CH:11]=[C:12]([CH3:13])[CH:14]=[CH:19][N:18]=2)=[O:38])[CH:11]=[C:12]([C:14]2[CH:19]=[N:18][CH:17]=[C:16]([NH:20][CH2:21][CH2:22][N:23]3[CH2:24][CH2:25][O:26][CH2:27][CH2:28]3)[N:15]=2)[CH:13]=1)[C:2]1[CH:7]=[CH:6][CH:5]=[CH:4][CH:3]=1. The catalyst class is: 1. (2) Reactant: [C:1]1([N:7]([CH2:25][O:26][CH2:27][CH2:28][Si:29]([CH3:32])([CH3:31])[CH3:30])[C:8]([C:10]2[N:15]=[CH:14][C:13](B3OC(C)(C)C(C)(C)O3)=[CH:12][N:11]=2)=[O:9])[CH:6]=[CH:5][CH:4]=[CH:3][CH:2]=1.FC(F)(F)S(O[C:39](=[CH2:44])[C:40]([O:42][CH3:43])=[O:41])(=O)=O.C(=O)([O-])[O-].[Na+].[Na+]. Product: [C:1]1([N:7]([CH2:25][O:26][CH2:27][CH2:28][Si:29]([CH3:31])([CH3:32])[CH3:30])[C:8]([C:10]2[N:15]=[CH:14][C:13]([C:39](=[CH2:44])[C:40]([O:42][CH3:43])=[O:41])=[CH:12][N:11]=2)=[O:9])[CH:6]=[CH:5][CH:4]=[CH:3][CH:2]=1. The catalyst class is: 109.